This data is from Reaction yield outcomes from USPTO patents with 853,638 reactions. The task is: Predict the reaction yield, written as a fraction of the theoretical maximum amount of product (1.0 means a 100% yield; for example, 0.34 means a 34% yield). (1) The reactants are [CH3:1][CH:2]([CH3:11])[C:3]([C:5]1[CH:6]=[N:7][CH:8]=[CH:9][CH:10]=1)=[O:4].C[Si]([N-][Si](C)(C)C)(C)C.[Li+].C1C=CC(S(N(S(C2C=CC=CC=2)(=O)=O)[F:32])(=O)=O)=CC=1.[Cl-].[NH4+]. The catalyst is C1COCC1.O. The product is [F:32][C:2]([CH3:11])([CH3:1])[C:3]([C:5]1[CH:6]=[N:7][CH:8]=[CH:9][CH:10]=1)=[O:4]. The yield is 0.890. (2) The reactants are [O:1]1[C:6]2[CH:7]=[CH:8][CH:9]=[CH:10][C:5]=2[NH:4][C:3](=[O:11])[CH2:2]1.Br[CH2:13][C@@H:14]([CH3:24])[CH2:15][O:16][Si:17]([C:20]([CH3:23])([CH3:22])[CH3:21])([CH3:19])[CH3:18].C([O-])([O-])=O.[Cs+].[Cs+]. The catalyst is CC#N. The product is [Si:17]([O:16][CH2:15][C@H:14]([CH3:24])[CH2:13][N:4]1[C:5]2[CH:10]=[CH:9][CH:8]=[CH:7][C:6]=2[O:1][CH2:2][C:3]1=[O:11])([C:20]([CH3:21])([CH3:22])[CH3:23])([CH3:18])[CH3:19]. The yield is 0.850. (3) The reactants are C1(=O)O[CH2:4][CH2:3][O:2]1.[Cl:7][C:8]1[C:13]([C:14]2[NH:15][CH:16]=[C:17]([C:19]3[N:20]([CH:24]([CH3:26])[CH3:25])[N:21]=[CH:22][N:23]=3)[N:18]=2)=[CH:12][N:11]=[C:10]([O:27][CH3:28])[CH:9]=1. The catalyst is C(Cl)Cl. The product is [Cl:7][C:8]1[CH:9]=[C:10]([O:27][CH3:28])[N:11]=[CH:12][C:13]=1[C:14]1[N:15]([CH2:4][CH2:3][OH:2])[CH:16]=[C:17]([C:19]2[N:20]([CH:24]([CH3:25])[CH3:26])[N:21]=[CH:22][N:23]=2)[N:18]=1. The yield is 0.750. (4) The product is [F:27][C:28]1[C:33]([N+:34]([O-:36])=[O:35])=[CH:32][C:31]([NH:37][CH:38]2[CH2:43][CH2:42][N:41]([C:44]([O:46][C:47]([CH3:50])([CH3:49])[CH3:48])=[O:45])[CH2:40][CH2:39]2)=[C:30]([S:51][CH2:52][CH2:53][I:25])[CH:29]=1. The reactants are C1(P(C2C=CC=CC=2)C2C=CC=CC=2)C=CC=CC=1.N1C=CN=C1.[I:25]I.[F:27][C:28]1[C:33]([N+:34]([O-:36])=[O:35])=[CH:32][C:31]([NH:37][CH:38]2[CH2:43][CH2:42][N:41]([C:44]([O:46][C:47]([CH3:50])([CH3:49])[CH3:48])=[O:45])[CH2:40][CH2:39]2)=[C:30]([S:51][CH2:52][CH2:53]O)[CH:29]=1. The yield is 0.446. The catalyst is O1CCCC1.C(OCC)(=O)C. (5) The reactants are C([O:8][C:9]1[C:10](=[O:26])[N:11]([CH2:15][C:16](=[O:25])[NH:17][O:18][C:19]2[CH:24]=[CH:23][CH:22]=[CH:21][CH:20]=2)[CH:12]=[CH:13][CH:14]=1)C1C=CC=CC=1.[H][H]. The catalyst is CCO.[Pd].[Fe+3]. The product is [OH:8][C:9]1[C:10](=[O:26])[N:11]([CH2:15][C:16](=[O:25])[NH:17][O:18][C:19]2[CH:20]=[CH:21][CH:22]=[CH:23][CH:24]=2)[CH:12]=[CH:13][CH:14]=1. The yield is 0.570. (6) The reactants are [Cl:1][C:2]1[CH:10]=[C:9]2[C:5]([C:6]([CH2:18][C:19]3[CH:24]=[CH:23][CH:22]=[C:21]([Cl:25])[CH:20]=3)([CH:12]3[CH2:17][CH2:16][CH2:15][NH:14][CH2:13]3)[C:7](=[O:11])[NH:8]2)=[CH:4][CH:3]=1.C(N(CC)CC)C.[C:33]([C:35]1[CH:40]=[CH:39][C:38]([N:41]=[C:42]=[O:43])=[CH:37][CH:36]=1)#[N:34]. The catalyst is ClCCl. The product is [C:33]([C:35]1[CH:36]=[CH:37][C:38]([NH:41][C:42]([N:14]2[CH2:15][CH2:16][CH2:17][CH:12]([C:6]3([CH2:18][C:19]4[CH:24]=[CH:23][CH:22]=[C:21]([Cl:25])[CH:20]=4)[C:5]4[C:9](=[CH:10][C:2]([Cl:1])=[CH:3][CH:4]=4)[NH:8][C:7]3=[O:11])[CH2:13]2)=[O:43])=[CH:39][CH:40]=1)#[N:34]. The yield is 0.580. (7) The reactants are [Cl:1][C:2]1[C:3]([C:11]([OH:13])=O)=[CH:4][C:5]2[O:9][CH2:8][O:7][C:6]=2[CH:10]=1.OC1C2N=NNC=2C=CC=1.[NH:24]1[CH2:29][CH2:28][O:27][CH2:26][CH2:25]1.Cl.CN(C)CCCN=C=NCC. The catalyst is C(#N)C.C(OCC)(=O)C.O. The product is [Cl:1][C:2]1[C:3]([C:11]([N:24]2[CH2:29][CH2:28][O:27][CH2:26][CH2:25]2)=[O:13])=[CH:4][C:5]2[O:9][CH2:8][O:7][C:6]=2[CH:10]=1. The yield is 0.800. (8) The reactants are C1C=C(Cl)C=C(C(OO)=O)C=1.[Cl:12][C:13]1[CH:18]=[CH:17][CH:16]=[C:15]([Cl:19])[C:14]=1[N:20]1[CH:31]=[CH:30][C:23]2[N:24]=[C:25](SC)[N:26]=[CH:27][C:22]=2[C:21]1=[O:32].CCN(C(C)C)C(C)C.[CH3:42][N:43]1[CH2:48][CH2:47][N:46]([C:49]2[N:54]=[CH:53][C:52]([NH2:55])=[CH:51][CH:50]=2)[CH2:45][CH2:44]1. The catalyst is C(Cl)Cl.C1(C)C=CC=CC=1. The product is [Cl:12][C:13]1[CH:18]=[CH:17][CH:16]=[C:15]([Cl:19])[C:14]=1[N:20]1[CH:31]=[CH:30][C:23]2[N:24]=[C:25]([NH:55][C:52]3[CH:53]=[N:54][C:49]([N:46]4[CH2:47][CH2:48][N:43]([CH3:42])[CH2:44][CH2:45]4)=[CH:50][CH:51]=3)[N:26]=[CH:27][C:22]=2[C:21]1=[O:32]. The yield is 0.220. (9) The reactants are C([Mg]Cl)(C)C.Br[C:7]1[CH:8]=[N:9][CH:10]=[CH:11][CH:12]=1.C([O:17][B:18]([CH:24]=[CH2:25])OCCCC)CCC.Cl. The catalyst is C1COCC1.O. The product is [N:9]1[CH:10]=[CH:11][CH:12]=[C:7]([CH:25]=[CH:24][BH:18][OH:17])[CH:8]=1. The yield is 0.780.